From a dataset of Full USPTO retrosynthesis dataset with 1.9M reactions from patents (1976-2016). Predict the reactants needed to synthesize the given product. (1) Given the product [F:14][C:13]([F:16])([F:15])[C:12]([NH:11][CH2:10][CH2:9][CH:8]([OH:18])[C:4]1[CH:5]=[CH:6][CH:7]=[C:2]([C:20]#[C:19][C:21]([OH:28])([CH2:25][CH2:26][CH3:27])[CH2:22][CH2:23][CH3:24])[CH:3]=1)=[O:17], predict the reactants needed to synthesize it. The reactants are: Br[C:2]1[CH:3]=[C:4]([CH:8]([OH:18])[CH2:9][CH2:10][NH:11][C:12](=[O:17])[C:13]([F:16])([F:15])[F:14])[CH:5]=[CH:6][CH:7]=1.[C:19]([C:21]([OH:28])([CH2:25][CH2:26][CH3:27])[CH2:22][CH2:23][CH3:24])#[CH:20]. (2) Given the product [Cl:1][C:2]1[C:3]2[C:10]([NH:11][C@@H:12]([C:13]3[O:14][C:17]([C:18]4[CH:19]=[CH:20][C:21]([C:24]#[N:25])=[CH:22][CH:23]=4)=[N:16][N:15]=3)[C@@H:27]([OH:29])[CH3:28])=[CH:9][CH:8]=[C:7]([C:30]#[N:31])[C:4]=2[S:5][CH:6]=1, predict the reactants needed to synthesize it. The reactants are: [Cl:1][C:2]1[C:3]2[C:10]([NH:11][C@H:12]([C@@H:27]([OH:29])[CH3:28])[C:13]([NH:15][NH:16][C:17](=O)[C:18]3[CH:23]=[CH:22][C:21]([C:24]#[N:25])=[CH:20][CH:19]=3)=[O:14])=[CH:9][CH:8]=[C:7]([C:30]#[N:31])[C:4]=2[S:5][CH:6]=1.CCN(P1(N(C)CCCN1C)=NC(C)(C)C)CC.CO. (3) Given the product [CH3:29][N:27]1[CH:28]=[C:24]([C:20]2[C:18]3[N:19]=[C:14]([O:4][C@@H:3]([C:5]4[CH:10]=[CH:9][CH:8]=[CH:7][CH:6]=4)[C:2]([F:11])([F:12])[F:1])[N:15]=[C:16]([OH:30])[C:17]=3[CH:23]=[CH:22][N:21]=2)[N:25]=[CH:26]1, predict the reactants needed to synthesize it. The reactants are: [F:1][C:2]([F:12])([F:11])[C@H:3]([C:5]1[CH:10]=[CH:9][CH:8]=[CH:7][CH:6]=1)[OH:4].Cl[C:14]1[N:15]=[C:16]([OH:30])[C:17]2[CH:23]=[CH:22][N:21]=[C:20]([C:24]3[N:25]=[CH:26][N:27]([CH3:29])[CH:28]=3)[C:18]=2[N:19]=1. (4) Given the product [Cl:37][C:29]1[CH:28]=[C:27]([C:25]2[O:24][N:23]=[C:22]([C:17]3[CH:18]=[CH:19][CH:20]=[C:21]4[C:16]=3[CH:15]=[CH:14][N:13]=[C:12]4[NH:1][C@H:2]([C:6]([OH:8])=[O:7])[CH:3]([CH3:5])[CH3:4])[N:26]=2)[CH:32]=[CH:31][C:30]=1[O:33][CH:34]([CH3:36])[CH3:35], predict the reactants needed to synthesize it. The reactants are: [NH2:1][C@H:2]([C:6]([OH:8])=[O:7])[CH:3]([CH3:5])[CH3:4].[H-].[Na+].Cl[C:12]1[C:21]2[C:16](=[C:17]([C:22]3[N:26]=[C:25]([C:27]4[CH:32]=[CH:31][C:30]([O:33][CH:34]([CH3:36])[CH3:35])=[C:29]([Cl:37])[CH:28]=4)[O:24][N:23]=3)[CH:18]=[CH:19][CH:20]=2)[CH:15]=[CH:14][N:13]=1. (5) The reactants are: [CH2:1]([O:3][C:4](=[O:14])[NH:5][C:6]1[CH:11]=[CH:10][C:9]([OH:12])=[CH:8][C:7]=1[F:13])[CH3:2].[CH3:15][C:16]1[CH:17]=[C:18]([NH:25][C:26]([C:28]2([CH3:31])[CH2:30][O:29]2)=[O:27])[CH:19]=[CH:20][C:21]=1[N+:22]([O-:24])=[O:23]. Given the product [CH2:1]([O:3][C:4](=[O:14])[NH:5][C:6]1[CH:11]=[CH:10][C:9]([O:12][CH2:31][C:28]([OH:29])([C:26](=[O:27])[NH:25][C:18]2[CH:19]=[CH:20][C:21]([N+:22]([O-:24])=[O:23])=[C:16]([CH3:15])[CH:17]=2)[CH3:30])=[CH:8][C:7]=1[F:13])[CH3:2], predict the reactants needed to synthesize it. (6) The reactants are: Br[C:2]1[C:15]2[C:6](=[N:7][C:8]3[C:13]([C:14]=2[S:16][C:17]2[CH:22]=[CH:21][C:20]([O:23][CH3:24])=[CH:19][CH:18]=2)=[CH:12][CH:11]=[CH:10][CH:9]=3)[CH:5]=[CH:4][CH:3]=1.CC(C)([O-])C.[Na+].C1(P(C2C=CC=CC=2)C2C=CC=CC=2C2C=CC=CC=2N(C)C)C=CC=CC=1. Given the product [CH3:24][O:23][C:20]1[CH:21]=[CH:22][C:17]2[S:16][C:14]3[C:15]4[C:6]([N:7]=[C:8]5[C:13]=3[CH:12]=[CH:11][CH:10]=[CH:9]5)=[CH:5][CH:4]=[CH:3][C:2]=4[C:18]=2[CH:19]=1, predict the reactants needed to synthesize it. (7) Given the product [OH:23][CH:24]([C:29]1([S:32]([C:35]2[CH:44]=[CH:43][C:42]3[C:37](=[CH:38][CH:39]=[CH:40][CH:41]=3)[CH:36]=2)(=[O:34])=[O:33])[CH2:30][CH2:31]1)[CH2:25][C:26]([NH:62][C@H:58]1[C:59]2[C:54](=[CH:53][C:52]([CH2:51][N:45]3[CH2:46][CH2:47][CH2:48][CH2:49][CH2:50]3)=[CH:61][CH:60]=2)[CH2:55][CH2:56][CH2:57]1)=[O:27], predict the reactants needed to synthesize it. The reactants are: Cl.C(N=C=NCCCN(C)C)C.N1(O)C2C=CC=CC=2N=N1.[OH:23][CH:24]([C:29]1([S:32]([C:35]2[CH:44]=[CH:43][C:42]3[C:37](=[CH:38][CH:39]=[CH:40][CH:41]=3)[CH:36]=2)(=[O:34])=[O:33])[CH2:31][CH2:30]1)[CH2:25][C:26](O)=[O:27].[N:45]1([CH2:51][C:52]2[CH:53]=[C:54]3[C:59](=[CH:60][CH:61]=2)[C@H:58]([NH2:62])[CH2:57][CH2:56][CH2:55]3)[CH2:50][CH2:49][CH2:48][CH2:47][CH2:46]1. (8) The reactants are: [H-].[H-].[H-].[H-].[Li+].[Al+3].C[O:8][C:9]([C:11]1[CH:12]=[C:13]2[C:17](=[CH:18][CH:19]=1)[N:16]([S:20]([C:23]1[CH:28]=[CH:27][CH:26]=[CH:25][CH:24]=1)(=[O:22])=[O:21])[CH2:15][CH2:14]2)=O. Given the product [C:23]1([S:20]([N:16]2[C:17]3[C:13](=[CH:12][C:11]([CH2:9][OH:8])=[CH:19][CH:18]=3)[CH2:14][CH2:15]2)(=[O:21])=[O:22])[CH:24]=[CH:25][CH:26]=[CH:27][CH:28]=1, predict the reactants needed to synthesize it.